From a dataset of Blood-brain barrier permeability classification from the B3DB database. Regression/Classification. Given a drug SMILES string, predict its absorption, distribution, metabolism, or excretion properties. Task type varies by dataset: regression for continuous measurements (e.g., permeability, clearance, half-life) or binary classification for categorical outcomes (e.g., BBB penetration, CYP inhibition). Dataset: b3db_classification. (1) The compound is Cc1c(Cl)cccc1Nc1ncccc1C(=O)O. The result is 0 (does not penetrate BBB). (2) The result is 0 (does not penetrate BBB). The drug is C[C@]12CCC(=O)C=C1CC[C@@H]1[C@@H]2[C@@H](O)C[C@]2(C=O)[C@@H](C(=O)CO)CC[C@@H]12. (3) The drug is CCn1nc(C)c2c1C(c1ccccc1)=NCC(=O)N2. The result is 1 (penetrates BBB). (4) The molecule is O=C(COc1ccc(Cl)cc1)N1CCN(Cc2ccc3c(c2)OCO3)CC1. The result is 1 (penetrates BBB). (5) The molecule is NC1CCCCC1N. The result is 0 (does not penetrate BBB). (6) The drug is c1ccc(CC2NCCc3c2[nH]c2ccccc32)cc1. The result is 1 (penetrates BBB). (7) The molecule is CCC(c1cccc(O)c1)C(C)CN(C)C. The result is 1 (penetrates BBB). (8) The drug is Oc1ccc(-c2ccc3cc(O)ccc3c2Oc2ccc(OCCN3CCCCC3)cc2)cc1. The result is 1 (penetrates BBB). (9) The compound is CC(=O)N1CCN(C(=O)Cc2ccc(Cl)c(Cl)c2)C(CN2CCC(O)C2)C1. The result is 0 (does not penetrate BBB).